This data is from Full USPTO retrosynthesis dataset with 1.9M reactions from patents (1976-2016). The task is: Predict the reactants needed to synthesize the given product. (1) Given the product [Br:19][C:9]1[CH:10]=[C:5]([C:1]([CH3:4])([CH3:3])[CH3:2])[CH:6]=[C:7]([C:15]([CH3:18])([CH3:17])[CH3:16])[CH:8]=1, predict the reactants needed to synthesize it. The reactants are: [C:1]([C:5]1[CH:10]=[C:9](C(C)(C)C)[CH:8]=[C:7]([C:15]([CH3:18])([CH3:17])[CH3:16])[CH:6]=1)([CH3:4])([CH3:3])[CH3:2].[Br:19]Br. (2) Given the product [Cl:1][C:2]1[CH:3]=[C:4]([NH:8][C:9]2[N:10]=[CH:11][N:12]=[C:13]([NH:15][C:25]([NH:24][C:18]3[C:19]([Cl:23])=[CH:20][CH:21]=[CH:22][C:17]=3[Cl:16])=[O:26])[CH:14]=2)[CH:5]=[CH:6][CH:7]=1, predict the reactants needed to synthesize it. The reactants are: [Cl:1][C:2]1[CH:3]=[C:4]([NH:8][C:9]2[CH:14]=[C:13]([NH2:15])[N:12]=[CH:11][N:10]=2)[CH:5]=[CH:6][CH:7]=1.[Cl:16][C:17]1[CH:22]=[CH:21][CH:20]=[C:19]([Cl:23])[C:18]=1[N:24]=[C:25]=[O:26]. (3) Given the product [OH:26][NH:25][C:23](=[O:24])[CH2:22][CH2:21][CH2:20][CH2:19][CH2:18][CH2:17][C:16]([OH:34])=[O:39].[NH2:1][C:4]1[CH:9]=[CH:8][CH:7]=[CH:6][C:5]=1[C:10]1[N:11]=[C:12]([NH:15][C:16](=[O:34])[CH2:17][CH2:18][CH2:19][CH2:20][CH2:21][CH2:22][C:23]([NH:25][OH:26])=[O:24])[S:13][CH:14]=1, predict the reactants needed to synthesize it. The reactants are: [N+:1]([C:4]1[CH:9]=[CH:8][CH:7]=[CH:6][C:5]=1[C:10]1[N:11]=[C:12]([NH:15][C:16](=[O:34])[CH2:17][CH2:18][CH2:19][CH2:20][CH2:21][CH2:22][C:23]([NH:25][O:26]CC2C=CC=CC=2)=[O:24])[S:13][CH:14]=1)([O-])=O.Cl.Cl[Sn]Cl.[OH-:39].[Na+]. (4) Given the product [Br:25][C:26]1[CH:27]=[C:28]([C:32]([N:50]2[CH2:49][CH2:48][N:47]([S:51]([C:54]3[CH:55]=[CH:56][C:57]([C:60]([F:63])([F:61])[F:62])=[CH:58][CH:59]=3)(=[O:52])=[O:53])[CH2:46][C@@H:45]2[CH3:44])=[O:34])[CH:29]=[N:30][CH:31]=1, predict the reactants needed to synthesize it. The reactants are: CN(C(ON1N=NC2C=CC=NC1=2)=[N+](C)C)C.F[P-](F)(F)(F)(F)F.[Br:25][C:26]1[CH:27]=[C:28]([C:32]([OH:34])=O)[CH:29]=[N:30][CH:31]=1.CCN(C(C)C)C(C)C.[CH3:44][C@@H:45]1[NH:50][CH2:49][CH2:48][N:47]([S:51]([C:54]2[CH:59]=[CH:58][C:57]([C:60]([F:63])([F:62])[F:61])=[CH:56][CH:55]=2)(=[O:53])=[O:52])[CH2:46]1.